From a dataset of Retrosynthesis with 50K atom-mapped reactions and 10 reaction types from USPTO. Predict the reactants needed to synthesize the given product. (1) Given the product CCOC(=O)C1(c2ccc(-c3ccc(-c4onc(C)c4C(O)COCc4ccccc4)cc3)cc2)CC1, predict the reactants needed to synthesize it. The reactants are: CCOC(=O)C1(c2ccc(B3OC(C)(C)C(C)(C)O3)cc2)CC1.Cc1noc(-c2ccc(Br)cc2)c1C(O)COCc1ccccc1. (2) Given the product CCN1C(=O)CCc2cnc(Nc3ccccc3)cc21, predict the reactants needed to synthesize it. The reactants are: CCn1c(=O)ccc2cnc(Nc3ccccc3)cc21. (3) The reactants are: COc1ccc2cc(-c3ccccc3Nc3ccc(OCCN4CCCCC4)c(F)c3)ccc2c1. Given the product Oc1ccc2cc(-c3ccccc3Nc3ccc(OCCN4CCCCC4)c(F)c3)ccc2c1, predict the reactants needed to synthesize it.